Dataset: Drug-target binding data from BindingDB using IC50 measurements. Task: Regression. Given a target protein amino acid sequence and a drug SMILES string, predict the binding affinity score between them. We predict pIC50 (pIC50 = -log10(IC50 in M); higher means more potent). Dataset: bindingdb_ic50. (1) The compound is Nc1nnc(-c2cc(=O)c3ccccc3o2)s1. The target protein (Q01782) has sequence MTAPTVPVALVTGAAKRLGRSIAEGLHAEGYAVCLHYHRSAAEANALSATLNARRPNSAITVQADLSNVATAPVSGADGSAPVTLFTRCAELVAACYTHWGRCDVLVNNASSFYPTPLLRNDEDGHEPCVGDREAMETATADLFGSNAIAPYFLIKAFAHRFAGTPAKHRGTNYSIINMVDAMTNQPLLGYTIYTMAKGALEGLTRSAALELAPLQIRVNGVGPGLSVLVDDMPPAVWEGHRSKVPLYQRDSSAAEVSDVVIFLCSSKAKYITGTCVKVDGGYSLTRA. The pIC50 is 4.7. (2) The drug is Cc1cc(Cl)cc(OCCn2cc(F)cn2)c1-c1nc(N)nc2c1CN(C(=O)NCC(C)(F)F)C2. The target protein (P20813) has sequence MELSVLLFLALLTGLLLLLVQRHPNTHDRLPPGPRPLPLLGNLLQMDRRGLLKSFLRFREKYGDVFTVHLGPRPVVMLCGVEAIREALVDKAEAFSGRGKIAMVDPFFRGYGVIFANGNRWKVLRRFSVTTMRDFGMGKRSVEERIQEEAQCLIEELRKSKGALMDPTFLFQSITANIICSIVFGKRFHYQDQEFLKMLNLFYQTFSLISSVFGQLFELFSGFLKYFPGAHRQVYKNLQEINAYIGHSVEKHRETLDPSAPKDLIDTYLLHMEKEKSNAHSEFSHQNLNLNTLSLFFAGTETTSTTLRYGFLLMLKYPHVAERVYREIEQVIGPHRPPELHDRAKMPYTEAVIYEIQRFSDLLPMGVPHIVTQHTSFRGYIIPKDTEVFLILSTALHDPHYFEKPDAFNPDHFLDANGALKKTEAFIPFSLGKRICLGEGIARAELFLFFTTILQNFSMASPVAPEDIDLTPQECGVGKIPPTYQIRFLPR. The pIC50 is 4.5. (3) The compound is C[C@@H]1CN([C@H](C)CO)C(=O)c2cc(NC(=O)Nc3ccc(F)cc3)ccc2O[C@H]1CN(C)S(=O)(=O)c1ccc(Cl)cc1. The target protein (Q61009) has sequence MGGSSRARWVALGLGALGLLFAALGVVMILMVPSLIKQQVLKNVRIDPSSLSFGMWKEIPVPFYLSVYFFEVVNPNEVLNGQKPVVRERGPYVYREFRQKVNITFNDNDTVSFVENRSLHFQPDKSHGSESDYIVLPNILVLGGSILMESKPVSLKLMMTLALVTMGQRAFMNRTVGEILWGYDDPFVHFLNTYLPDMLPIKGKFGLFVGMNNSNSGVFTVFTGVQNFSRIHLVDKWNGLSKIDYWHSEQCNMINGTSGQMWAPFMTPESSLEFFSPEACRSMKLTYNESRVFEGIPTYRFTAPDTLFANGSVYPPNEGFCPCRESGIQNVSTCRFGAPLFLSHPHFYNADPVLSEAVLGLNPNPKEHSLFLDIHPVTGIPMNCSVKMQLSLYIKSVKGIGQTGKIEPVVLPLLWFEQSGAMGGKPLSTFYTQLVLMPQVLHYAQYVLLGLGGLLLLVPIICQLRSQEKCFLFWSGSKKGSQDKEAIQAYSESLMSPAAK.... The pIC50 is 7.0. (4) The small molecule is CC(C)=CC(=O)CC[C@H](NC(=O)OC(C)(C)C)C(=O)N1CC2[C@@H]([C@H]1C(=O)NC(CC1CCC1)C(=O)C(N)=O)C2(C)C. The target protein sequence is APITAYAQQTRGLLGCIITSLTGRDKNQVEGEVQIVSTAAQTFLATCINGVCWTVYHGAGTRTIASPKGPVIQMYTNVDQDLVGWPAPQGARSLTPCTCGSSDLYLVTRHADVIPVRRRGDSRGSLLSPRPISYLKGSSGGPLLCPAGHAVGLFRAAVSTRGVAKAVDFIPVENLETTMRS. The pIC50 is 5.7. (5) The drug is Oc1ccc(CN=Nc2cc(N3CCCC3)nc(N3CCCC3)n2)cc1. The target protein (O14727) has sequence MDAKARNCLLQHREALEKDIKTSYIMDHMISDGFLTISEEEKVRNEPTQQQRAAMLIKMILKKDNDSYVSFYNALLHEGYKDLAALLHDGIPVVSSSSGKDSVSGITSYVRTVLCEGGVPQRPVVFVTRKKLVNAIQQKLSKLKGEPGWVTIHGMAGCGKSVLAAEAVRDHSLLEGCFPGGVHWVSVGKQDKSGLLMKLQNLCTRLDQDESFSQRLPLNIEEAKDRLRILMLRKHPRSLLILDDVWDSWVLKAFDSQCQILLTTRDKSVTDSVMGPKYVVPVESSLGKEKGLEILSLFVNMKKADLPEQAHSIIKECKGSPLVVSLIGALLRDFPNRWEYYLKQLQNKQFKRIRKSSSYDYEALDEAMSISVEMLREDIKDYYTDLSILQKDVKVPTKVLCILWDMETEEVEDILQEFVNKSLLFCDRNGKSFRYYLHDLQVDFLTEKNCSQLQDLHKKIITQFQRYHQPHTLSPDQEDCMYWYNFLAYHMASAKMHKEL.... The pIC50 is 6.2. (6) The compound is CC[C@H]1C[C@@H]2C[C@@]3(C(=O)OC)c4[nH]c5ccc(OC)cc5c4CCN(C2=O)[C@@H]13. The target protein (Q8R4D5) has sequence MSFEGARLSMRSRRNGTMGSTRTLYSSVSRSTDVSYSDSDLVNFIQANFKKRECVFFTRDSKAMENICKCGYAQSQHIEGTQINQNEKWNYKKHTKEFPTDAFGDIQFETLGKKGKYLRLSCDTDSETLYELLTQHWHLKTPNLVISVTGGAKNFALKPRMRKIFSRLIYIAQSKGAWILTGGTHYGLMKYIGEVVRDNTISRNSEENIVAIGIAAWGMVSNRDTLIRSCDDEGHFSAQYIMDDFTRDPLYILDNNHTHLLLVDNGCHGHPTVEAKLRNQLEKYISERTSQDSNYGGKIPIVCFAQGGGRETLKAINTSVKSKIPCVVVEGSGQIADVIASLVEVEDVLTSSMVKEKLVRFLPRTVSRLPEEEIESWIKWLKEILESSHLLTVIKMEEAGDEIVSNAISYALYKAFSTNEQDKDNWNGQLKLLLEWNQLDLASDEIFTNDRRWESADLQEVMFTALIKDRPKFVRLFLENGLNLQKFLTNEVLTELFSTH.... The pIC50 is 4.0. (7) The target protein (P14925) has sequence MAGRARSGLLLLLLGLLALQSSCLAFRSPLSVFKRFKETTRSFSNECLGTIGPVTPLDASDFALDIRMPGVTPKESDTYFCMSMRLPVDEEAFVIDFKPRASMDTVHHMLLFGCNMPSSTGSYWFCDEGTCTDKANILYAWARNAPPTRLPKGVGFRVGGETGSKYFVLQVHYGDISAFRDNHKDCSGVSVHLTRVPQPLIAGMYLMMSVDTVIPPGEKVVNADISCQYKMYPMHVFAYRVHTHHLGKVVSGYRVRNGQWTLIGRQNPQLPQAFYPVEHPVDVTFGDILAARCVFTGEGRTEATHIGGTSSDEMCNLYIMYYMEAKYALSFMTCTKNVAPDMFRTIPAEANIPIPVKPDMVMMHGHHKEAENKEKSALMQQPKQGEEEVLEQGDFYSLLSKLLGEREDVHVHKYNPTEKTESGSDLVAEIANVVQKKDLGRSDAREGAEHEEWGNAILVRDRIHRFHQLESTLRPAESRAFSFQQPGEGPWEPEPSGDFH.... The compound is O=C(N[C@@H](Cc1ccccc1)C(=O)NC(CCS)C(=O)O)c1cc2ccccc2[nH]1. The pIC50 is 8.1.